From a dataset of Reaction yield outcomes from USPTO patents with 853,638 reactions. Predict the reaction yield, written as a fraction of the theoretical maximum amount of product (1.0 means a 100% yield; for example, 0.34 means a 34% yield). (1) The reactants are [CH3:1][C:2]1([CH3:13])[CH2:7][C:6]([CH3:9])([CH3:8])[CH2:5][C:4](=[CH:10][C:11]#[N:12])[CH2:3]1.[C:14](C(P(=O)(OCC)OCC)C)#N. No catalyst specified. The product is [CH3:1][C:2]1([CH3:13])[CH2:7][C:6]([CH3:8])([CH3:9])[CH2:5][C:4](=[C:10]([CH3:14])[C:11]#[N:12])[CH2:3]1. The yield is 0.410. (2) The reactants are [C:1]1([C@H:7]([NH:9][CH2:10][C:11]([O:13]C)=[O:12])[CH3:8])[CH:6]=[CH:5][CH:4]=[CH:3][CH:2]=1.[OH-].[K+]. No catalyst specified. The product is [C:1]1([C@H:7]([NH:9][CH2:10][C:11]([OH:13])=[O:12])[CH3:8])[CH:6]=[CH:5][CH:4]=[CH:3][CH:2]=1. The yield is 0.900.